From a dataset of Catalyst prediction with 721,799 reactions and 888 catalyst types from USPTO. Predict which catalyst facilitates the given reaction. Reactant: [N:1]1[C:5]2[CH:6]=[CH:7][CH:8]=[CH:9][C:4]=2[NH:3][CH:2]=1.[O:10]1CC[CH2:12][CH2:11]1.[H-].[Na+].ICCO. Product: [N:1]1([CH2:12][CH2:11][OH:10])[C:5]2[CH:6]=[CH:7][CH:8]=[CH:9][C:4]=2[N:3]=[CH:2]1. The catalyst class is: 125.